Dataset: Full USPTO retrosynthesis dataset with 1.9M reactions from patents (1976-2016). Task: Predict the reactants needed to synthesize the given product. (1) Given the product [NH2:1][C:4]1[CH:5]=[C:6]([NH:10][C:11](=[O:17])[O:12][C:13]([CH3:15])([CH3:14])[CH3:16])[CH:7]=[CH:8][CH:9]=1, predict the reactants needed to synthesize it. The reactants are: [N+:1]([C:4]1[CH:5]=[C:6]([NH:10][C:11](=[O:17])[O:12][C:13]([CH3:16])([CH3:15])[CH3:14])[CH:7]=[CH:8][CH:9]=1)([O-])=O. (2) Given the product [O:18]=[C:16]([N:54]1[CH2:55][CH2:56][CH:57]([NH:60][C:61]2[CH:66]=[CH:65][CH:64]=[CH:63][C:62]=2[C:67]([F:68])([F:69])[F:70])[CH2:58][CH2:59]1)[CH2:15][NH:14][C:12](=[O:13])[C:11]1[CH:10]=[CH:9][C:8]([NH:7][C:1]2[CH:2]=[CH:3][CH:4]=[CH:5][CH:6]=2)=[CH:20][CH:19]=1, predict the reactants needed to synthesize it. The reactants are: [C:1]1([NH:7][C:8]2[CH:20]=[CH:19][C:11]([C:12]([NH:14][CH2:15][C:16]([OH:18])=O)=[O:13])=[CH:10][CH:9]=2)[CH:6]=[CH:5][CH:4]=[CH:3][CH:2]=1.CCN(C(C)C)C(C)C.C1C=CC2N(O)N=NC=2C=1.CCN=C=NCCCN(C)C.Cl.Cl.Cl.[NH:54]1[CH2:59][CH2:58][CH:57]([NH:60][C:61]2[CH:66]=[CH:65][CH:64]=[CH:63][C:62]=2[C:67]([F:70])([F:69])[F:68])[CH2:56][CH2:55]1. (3) Given the product [C:6]([C:8]1[CH:9]=[C:10]2[C:15](=[CH:16][C:17]=1[O:18][CH2:19][CH:20]([OH:21])[CH2:22][N:1]1[CH2:5][CH2:4][CH2:3][CH2:2]1)[N:14]=[CH:13][CH:12]=[C:11]2[O:23][C:24]1[CH:29]=[CH:28][C:27]([NH:30][C:31]([NH:33][C:34]2[CH:35]=[CH:36][C:37]([F:40])=[CH:38][CH:39]=2)=[O:32])=[C:26]([F:41])[CH:25]=1)#[N:7], predict the reactants needed to synthesize it. The reactants are: [NH:1]1[CH2:5][CH2:4][CH2:3][CH2:2]1.[C:6]([C:8]1[CH:9]=[C:10]2[C:15](=[CH:16][C:17]=1[O:18][CH2:19][CH:20]1[CH2:22][O:21]1)[N:14]=[CH:13][CH:12]=[C:11]2[O:23][C:24]1[CH:29]=[CH:28][C:27]([NH:30][C:31]([NH:33][C:34]2[CH:39]=[CH:38][C:37]([F:40])=[CH:36][CH:35]=2)=[O:32])=[C:26]([F:41])[CH:25]=1)#[N:7]. (4) Given the product [NH2:19][C:5]1[CH:4]=[C:3]([O:2][CH3:1])[CH:8]=[CH:7][C:6]=1[NH:9][C:10]1[CH:15]=[CH:14][C:13]([NH2:16])=[N:12][CH:11]=1, predict the reactants needed to synthesize it. The reactants are: [CH3:1][O:2][C:3]1[CH:8]=[CH:7][C:6]([NH:9][C:10]2[CH:11]=[N:12][C:13]([N+:16]([O-])=O)=[CH:14][CH:15]=2)=[C:5]([N+:19]([O-])=O)[CH:4]=1.[H][H].